Dataset: Catalyst prediction with 721,799 reactions and 888 catalyst types from USPTO. Task: Predict which catalyst facilitates the given reaction. (1) Reactant: [Na].[CH:2]([CH:4]([CH2:10][CH2:11][C:12]([O:14][CH2:15][CH3:16])=[O:13])[C:5]([O:7]CC)=O)=O.[C:17]1(/[CH:23]=[CH:24]/[C:25](=[NH:27])[NH2:26])[CH:22]=[CH:21][CH:20]=[CH:19][CH:18]=1.CO. Product: [OH:7][C:5]1[C:4]([CH2:10][CH2:11][C:12]([O:14][CH2:15][CH3:16])=[O:13])=[CH:2][N:27]=[C:25](/[CH:24]=[CH:23]/[C:17]2[CH:22]=[CH:21][CH:20]=[CH:19][CH:18]=2)[N:26]=1. The catalyst class is: 14. (2) Reactant: [Cl:1]N1C(=O)CCC1=O.CN(C=O)C.[C:14]1([CH2:20][CH2:21][CH:22]=[N:23][OH:24])[CH:19]=[CH:18][CH:17]=[CH:16][CH:15]=1.C(OCC)C. Product: [C:14]1([CH2:20][CH2:21][C:22]([Cl:1])=[N:23][OH:24])[CH:19]=[CH:18][CH:17]=[CH:16][CH:15]=1. The catalyst class is: 6.